Dataset: Full USPTO retrosynthesis dataset with 1.9M reactions from patents (1976-2016). Task: Predict the reactants needed to synthesize the given product. (1) Given the product [CH3:24][O:23][C:3]1[CH:4]=[C:5]2[C:10](=[CH:11][C:2]=1[O:1][CH2:26][CH2:27][CH2:28][N:29]1[CH2:34][CH2:33][N:32]([CH3:35])[CH2:31][CH2:30]1)[N:9]=[CH:8][N:7]=[C:6]2[NH:12][C:13]1[CH:14]=[C:15]2[C:19](=[CH:20][CH:21]=1)[NH:18][C:17]([CH3:22])=[CH:16]2, predict the reactants needed to synthesize it. The reactants are: [OH:1][C:2]1[CH:11]=[C:10]2[C:5]([C:6]([NH:12][C:13]3[CH:14]=[C:15]4[C:19](=[CH:20][CH:21]=3)[NH:18][C:17]([CH3:22])=[CH:16]4)=[N:7][CH:8]=[N:9]2)=[CH:4][C:3]=1[O:23][CH3:24].O[CH2:26][CH2:27][CH2:28][N:29]1[CH2:34][CH2:33][N:32]([CH3:35])[CH2:31][CH2:30]1. (2) The reactants are: [Br:1][C:2]1[C:3]([CH2:8][O:9]S(C)(=O)=O)=[N:4][CH:5]=[CH:6][CH:7]=1.[C:14]([C:18]1[CH:23]=[CH:22][C:21]([Cl:24])=[CH:20][C:19]=1O)#[C:15][CH2:16][CH3:17].CC(C)([O-])C.[Na+].S([O-])(=O)(=O)C. Given the product [Br:1][C:2]1[C:3]([CH2:8][O:9][C:23]2[CH:22]=[C:21]([Cl:24])[CH:20]=[CH:19][C:18]=2[C:14]#[C:15][CH2:16][CH3:17])=[N:4][CH:5]=[CH:6][CH:7]=1, predict the reactants needed to synthesize it. (3) Given the product [CH3:68][O:69][C:70](=[O:80])[C:71]1[CH:72]=[C:73]([F:79])[C:74]([NH:78][C:12](=[O:38])[CH:13]([N:20]2[C:24]3[CH:25]=[C:26]([F:30])[C:27]([F:29])=[CH:28][C:23]=3[N:22]=[C:21]2[C:31]2[CH:32]=[CH:33][C:34]([Cl:37])=[CH:35][CH:36]=2)[CH:14]2[CH2:15][CH2:16][CH2:17][CH2:18][CH2:19]2)=[C:75]([F:77])[CH:76]=1, predict the reactants needed to synthesize it. The reactants are: C(OC(=O)C1C=CC(N[C:12](=[O:38])[CH:13]([N:20]2[C:24]3[CH:25]=[C:26]([F:30])[C:27]([F:29])=[CH:28][C:23]=3[N:22]=[C:21]2[C:31]2[CH:36]=[CH:35][C:34]([Cl:37])=[CH:33][CH:32]=2)[CH:14]2[CH2:19][CH2:18][CH2:17][CH2:16][CH2:15]2)=CC=1)C.ClC1C=CC(C2N(C(C3CCCCC3)C(O)=O)C3C=C(F)C(F)=CC=3N=2)=CC=1.[CH3:68][O:69][C:70](=[O:80])[C:71]1[CH:76]=[C:75]([F:77])[C:74]([NH2:78])=[C:73]([F:79])[CH:72]=1. (4) Given the product [F:15][C:16]1[CH:17]=[C:18]2[C:23](=[CH:24][CH:25]=1)[C:22]([CH:2]([CH2:3][C:4]([OH:8])=[O:5])[C:1]([OH:6])=[O:7])=[CH:21][CH:20]=[CH:19]2, predict the reactants needed to synthesize it. The reactants are: [C:1]1(=[O:7])[O:6][C:4](=[O:5])[CH:3]=[CH:2]1.[OH-:8].[Na+].F[B-](F)(F)F.[F:15][C:16]1[CH:17]=[C:18]2[C:23](=[CH:24][CH:25]=1)[C:22]([N+]#N)=[CH:21][CH:20]=[CH:19]2. (5) Given the product [O:1]1[C:5]2[CH:6]=[CH:7][CH:8]=[CH:9][C:4]=2[N:3]=[C:2]1[C:10]1[CH:29]=[CH:28][C:13]2[N:14]([CH2:18][C:19](=[C:21]=[O:22])[CH3:20])[C:15]([CH3:17])=[N:16][C:12]=2[CH:11]=1, predict the reactants needed to synthesize it. The reactants are: [O:1]1[C:5]2[CH:6]=[CH:7][CH:8]=[CH:9][C:4]=2[N:3]=[C:2]1[C:10]1[CH:29]=[CH:28][C:13]2[N:14]([CH2:18][CH:19]([C:21](OC(C)(C)C)=[O:22])[CH3:20])[C:15]([CH3:17])=[N:16][C:12]=2[CH:11]=1.[OH-].[Li+].Cl. (6) Given the product [C:30]([NH:29][C:25]1[CH:24]=[C:23]([N:16]([CH:34]2[CH2:38][CH2:37][CH2:36][CH2:35]2)[C:14](=[O:15])[N:13]([CH3:62])[C:11]2[S:12][C:8]([S:7][CH2:6][CH2:5][C:4]([OH:3])=[O:33])=[CH:9][N:10]=2)[CH:28]=[CH:27][CH:26]=1)(=[O:32])[CH3:31], predict the reactants needed to synthesize it. The reactants are: C([O:3][C:4](=[O:33])[CH2:5][CH2:6][S:7][C:8]1[S:12][C:11]([NH:13][C:14]([N:16]([C:23]2[CH:28]=[CH:27][CH:26]=[C:25]([NH:29][C:30](=[O:32])[CH3:31])[CH:24]=2)CC2CCCC2)=[O:15])=[N:10][CH:9]=1)C.[CH:34]1(CN(C2C=CC(F)=C(F)C=2)C(=O)NC2SC=C(CC(O)=O)N=2)[CH2:38][CH2:37][CH2:36][CH2:35]1.N[C:62]1C=C(NC(=O)C)C=CC=1.C1(C=O)CCCC1.C(OC(=O)CCSC1SC(N)=NC=1)C.